Predict the reactants needed to synthesize the given product. From a dataset of Full USPTO retrosynthesis dataset with 1.9M reactions from patents (1976-2016). Given the product [CH2:34]([O:33][C:31](=[O:32])[N:23]([C@@H:8]([C:4]1[CH:5]=[CH:6][CH:7]=[C:2]([Br:1])[CH:3]=1)[CH2:9][N:10]1[CH2:14][CH2:13][C@H:12]([O:15][Si:16]([C:19]([CH3:22])([CH3:21])[CH3:20])([CH3:17])[CH3:18])[CH2:11]1)[CH3:24])[C:35]1[CH:40]=[CH:39][CH:38]=[CH:37][CH:36]=1, predict the reactants needed to synthesize it. The reactants are: [Br:1][C:2]1[CH:3]=[C:4]([C@H:8]([NH:23][CH3:24])[CH2:9][N:10]2[CH2:14][CH2:13][C@H:12]([O:15][Si:16]([C:19]([CH3:22])([CH3:21])[CH3:20])([CH3:18])[CH3:17])[CH2:11]2)[CH:5]=[CH:6][CH:7]=1.C(=O)([O-])[O-].[K+].[K+].[C:31](Cl)([O:33][CH2:34][C:35]1[CH:40]=[CH:39][CH:38]=[CH:37][CH:36]=1)=[O:32].